From a dataset of Catalyst prediction with 721,799 reactions and 888 catalyst types from USPTO. Predict which catalyst facilitates the given reaction. (1) Reactant: [H-].[Na+].[CH3:3][C:4]1[CH:5]=[C:6]([NH:15][C:16]2[N:21]=[C:20]([C:22]([F:25])([F:24])[F:23])[CH:19]=[CH:18][N:17]=2)[CH:7]=[C:8]([C:10]2[CH:11]=[N:12][NH:13][CH:14]=2)[CH:9]=1.[CH3:26][C:27]1([C:30]([O:32]C)=[O:31])[O:29][CH2:28]1. Product: [OH:29][C:27]([CH3:28])([CH2:26][N:12]1[CH:11]=[C:10]([C:8]2[CH:7]=[C:6]([NH:15][C:16]3[N:21]=[C:20]([C:22]([F:23])([F:25])[F:24])[CH:19]=[CH:18][N:17]=3)[CH:5]=[C:4]([CH3:3])[CH:9]=2)[CH:14]=[N:13]1)[C:30]([OH:32])=[O:31]. The catalyst class is: 31. (2) Reactant: S.[Cl:2][C:3]1[CH:4]=[C:5]([CH2:10][C:11]#[N:12])[CH:6]=[CH:7][C:8]=1[Cl:9].C(N(CC)CC)C.C(N)(=[S:22])C. Product: [Cl:2][C:3]1[CH:4]=[C:5]([CH2:10][C:11]([NH2:12])=[S:22])[CH:6]=[CH:7][C:8]=1[Cl:9]. The catalyst class is: 8. (3) The catalyst class is: 543. Reactant: [C:1]([O:4][CH2:5][C:6]1[C:7]([N:21]2[C:33](=[O:34])[C:32]3[S:31][C:30]4[CH2:29][CH2:28][CH2:27][CH2:26][C:25]=4[C:24]=3[CH:23]=[N:22]2)=[N:8][CH:9]=[CH:10][C:11]=1B1OC(C)(C)C(C)(C)O1)(=[O:3])[CH3:2].Br[C:36]1[CH:37]=[C:38]([NH:44][C:45]2[CH:49]=[C:48]([CH3:50])[O:47][N:46]=2)[C:39](=[O:43])[N:40]([CH3:42])[CH:41]=1.[O-]P([O-])([O-])=O.[K+].[K+].[K+].C([O-])(=O)C.[Na+]. Product: [C:1]([O:4][CH2:5][C:6]1[C:7]([N:21]2[C:33](=[O:34])[C:32]3[S:31][C:30]4[CH2:29][CH2:28][CH2:27][CH2:26][C:25]=4[C:24]=3[CH:23]=[N:22]2)=[N:8][CH:9]=[CH:10][C:11]=1[C:36]1[CH:37]=[C:38]([NH:44][C:45]2[CH:49]=[C:48]([CH3:50])[O:47][N:46]=2)[C:39](=[O:43])[N:40]([CH3:42])[CH:41]=1)(=[O:3])[CH3:2]. (4) Reactant: [CH3:1][O:2][C:3]1[C:12]2[CH2:11][C@@H:10]([NH:13][C:14](=[O:19])[C:15]([F:18])([F:17])[F:16])[CH2:9][CH2:8][C:7]=2[C:6]([S:20](Cl)(=[O:22])=[O:21])=[CH:5][CH:4]=1.[N:24]1[C:28]2[CH:29]=[CH:30][CH:31]=[CH:32][C:27]=2[NH:26][CH:25]=1. Product: [N:24]1([S:20]([C:6]2[CH:5]=[CH:4][C:3]([O:2][CH3:1])=[C:12]3[C:7]=2[CH2:8][CH2:9][C@H:10]([NH:13][C:14](=[O:19])[C:15]([F:18])([F:17])[F:16])[CH2:11]3)(=[O:22])=[O:21])[C:28]2[CH:29]=[CH:30][CH:31]=[CH:32][C:27]=2[N:26]=[CH:25]1. The catalyst class is: 4. (5) Reactant: Br[CH2:2][CH2:3][O:4][C:5](=[O:7])[CH3:6].C(=O)([O-])[O-].[K+].[K+].[CH3:14][N:15]1[CH2:20][CH2:19][NH:18][CH2:17][CH2:16]1. Product: [CH2:3]([O:4][C:5](=[O:7])[CH2:6][N:18]1[CH2:19][CH2:20][N:15]([CH3:14])[CH2:16][CH2:17]1)[CH3:2]. The catalyst class is: 7.